This data is from Peptide-MHC class I binding affinity with 185,985 pairs from IEDB/IMGT. The task is: Regression. Given a peptide amino acid sequence and an MHC pseudo amino acid sequence, predict their binding affinity value. This is MHC class I binding data. (1) The peptide sequence is NPRLCTREE. The MHC is HLA-B07:02 with pseudo-sequence HLA-B07:02. The binding affinity (normalized) is 0.450. (2) The peptide sequence is LVSDYCNVLNKEFT. The MHC is HLA-A03:01 with pseudo-sequence HLA-A03:01. The binding affinity (normalized) is 0. (3) The peptide sequence is FIDKEDLHDML. The MHC is Mamu-B8701 with pseudo-sequence Mamu-B8701. The binding affinity (normalized) is 0.812. (4) The peptide sequence is RRRIGEIFK. The MHC is HLA-A26:01 with pseudo-sequence HLA-A26:01. The binding affinity (normalized) is 0.0847. (5) The peptide sequence is TTKDYFSFK. The MHC is HLA-A30:01 with pseudo-sequence HLA-A30:01. The binding affinity (normalized) is 0.981. (6) The peptide sequence is RQNAPFEPI. The MHC is HLA-A02:06 with pseudo-sequence HLA-A02:06. The binding affinity (normalized) is 0.936.